From a dataset of Forward reaction prediction with 1.9M reactions from USPTO patents (1976-2016). Predict the product of the given reaction. (1) Given the reactants [Cl:1][C:2]1[CH:3]=[C:4]([NH:19][C:20]2[C:30]3[CH:29]=[C:28]([C:31]([NH:33][CH2:34][C:35](=[O:40])[C:36]([CH3:39])([CH3:38])[CH3:37])=O)[CH2:27][CH2:26][NH:25][C:24]=3[N:23]=[CH:22][N:21]=2)[CH:5]=[CH:6][C:7]=1[O:8][C:9]1[CH:14]=[CH:13][CH:12]=[C:11]([C:15]([F:18])([F:17])[F:16])[CH:10]=1.P(Cl)(Cl)(Cl)=O.C(=O)([O-])O.[Na+], predict the reaction product. The product is: [C:36]([C:35]1[O:40][C:31]([C:28]2[CH2:27][CH2:26][NH:25][C:24]3[N:23]=[CH:22][N:21]=[C:20]([NH:19][C:4]4[CH:5]=[CH:6][C:7]([O:8][C:9]5[CH:14]=[CH:13][CH:12]=[C:11]([C:15]([F:18])([F:16])[F:17])[CH:10]=5)=[C:2]([Cl:1])[CH:3]=4)[C:30]=3[CH:29]=2)=[N:33][CH:34]=1)([CH3:39])([CH3:38])[CH3:37]. (2) Given the reactants [CH3:1][C:2]1[CH:3]=[CH:4][C:5]([N+:19]([O-])=O)=[C:6]([CH2:8][CH:9]([C:12]2[CH:13]=[N:14][C:15]([CH3:18])=[CH:16][CH:17]=2)[C:10]#N)[CH:7]=1, predict the reaction product. The product is: [CH3:1][C:2]1[CH:7]=[C:6]2[C:5](=[CH:4][CH:3]=1)[NH:19][CH2:10][CH:9]([C:12]1[CH:13]=[N:14][C:15]([CH3:18])=[CH:16][CH:17]=1)[CH2:8]2. (3) Given the reactants [C:1]([OH:7])([C:3]([F:6])([F:5])[F:4])=[O:2].CC1OC(C=CC2C=C3CCCN4CCCC(=C34)C=2)=CC(=C(C#N)C#N)C=1.C(OC([N:42]1[CH2:47][CH2:46][CH:45]([C:48](=[O:63])[N:49]([CH2:60][CH:61]=[CH2:62])[S:50]([CH2:53][C:54]2[CH:59]=[CH:58][CH:57]=[CH:56][CH:55]=2)(=[O:52])=[O:51])[CH2:44][CH2:43]1)=O)(C)(C)C, predict the reaction product. The product is: [F:4][C:3]([F:6])([F:5])[C:1]([OH:7])=[O:2].[CH2:60]([N:49]([S:50]([CH2:53][C:54]1[CH:55]=[CH:56][CH:57]=[CH:58][CH:59]=1)(=[O:52])=[O:51])[C:48]([CH:45]1[CH2:44][CH2:43][NH:42][CH2:47][CH2:46]1)=[O:63])[CH:61]=[CH2:62]. (4) Given the reactants [F:1][C:2]1[CH:11]=[C:10]2[C:5]([N:6]=[CH:7][C:8](=[O:12])[NH:9]2)=[CH:4][CH:3]=1.[H-].[Na+].[N+:15]([C:18]1[CH:23]=[CH:22][CH:21]=[CH:20][C:19]=1[S:24]([N:27]1[CH2:29][CH:28]1[C@H:30]1[CH2:35][CH2:34][C@H:33]([NH:36][C:37](=[O:43])[O:38][C:39]([CH3:42])([CH3:41])[CH3:40])[CH2:32][CH2:31]1)(=[O:26])=[O:25])([O-:17])=[O:16], predict the reaction product. The product is: [F:1][C:2]1[CH:11]=[C:10]2[C:5]([N:6]=[CH:7][C:8](=[O:12])[N:9]2[CH2:29][CH:28]([C@H:30]2[CH2:35][CH2:34][C@H:33]([NH:36][C:37](=[O:43])[O:38][C:39]([CH3:42])([CH3:41])[CH3:40])[CH2:32][CH2:31]2)[NH:27][S:24]([C:19]2[CH:20]=[CH:21][CH:22]=[CH:23][C:18]=2[N+:15]([O-:17])=[O:16])(=[O:25])=[O:26])=[CH:4][CH:3]=1. (5) The product is: [C:29]1([C:32]2[CH:33]=[CH:34][CH:35]=[CH:36][CH:37]=2)[CH:28]=[CH:27][C:26]([S:23]([N:22]2[CH2:21][CH2:20][S:19][C@H:18]2[C:16]([NH:15][C@H:8]([C:9]2[CH:14]=[CH:13][CH:12]=[CH:11][CH:10]=2)[CH2:7][CH2:6][N:39]([CH2:40][CH2:41][OH:42])[CH3:38])=[O:17])(=[O:24])=[O:25])=[CH:31][CH:30]=1. Given the reactants CS(O[CH2:6][CH2:7][C@H:8]([NH:15][C:16]([C@H:18]1[N:22]([S:23]([C:26]2[CH:31]=[CH:30][C:29]([C:32]3[CH:37]=[CH:36][CH:35]=[CH:34][CH:33]=3)=[CH:28][CH:27]=2)(=[O:25])=[O:24])[CH2:21][CH2:20][S:19]1)=[O:17])[C:9]1[CH:14]=[CH:13][CH:12]=[CH:11][CH:10]=1)(=O)=O.[CH3:38][NH:39][CH2:40][CH2:41][OH:42], predict the reaction product. (6) The product is: [CH:1]1([CH2:4][NH:5][C:6]([C:8]2[CH:9]=[CH:10][C:11]([C:14]3[CH:19]=[C:18]([C:20]4[O:21][C:28]([CH2:29][CH3:30])=[N:23][N:22]=4)[CH:17]=[CH:16][C:15]=3[CH3:24])=[CH:12][CH:13]=2)=[O:7])[CH2:3][CH2:2]1. Given the reactants [CH:1]1([CH2:4][NH:5][C:6]([C:8]2[CH:13]=[CH:12][C:11]([C:14]3[CH:19]=[C:18]([C:20]([NH:22][NH2:23])=[O:21])[CH:17]=[CH:16][C:15]=3[CH3:24])=[CH:10][CH:9]=2)=[O:7])[CH2:3][CH2:2]1.C(O[C:28](OCC)(OCC)[CH2:29][CH3:30])C, predict the reaction product. (7) Given the reactants [CH3:1][C:2]([C:12]1[C:20]2[O:19][CH2:18][CH2:17][C:16]=2[CH:15]=[CH:14][CH:13]=1)([CH3:11])[CH2:3][C:4]1([C:7]([F:10])([F:9])[F:8])[CH2:6][O:5]1.[Cl:21][C:22]1[CH:23]=[N:24][C:25]2[C:30]([C:31]=1[OH:32])=[CH:29][N:28]=[CH:27][CH:26]=2.[O-]CC.[Na+], predict the reaction product. The product is: [Cl:21][C:22]1[C:31](=[O:32])[C:30]2[C:25](=[CH:26][CH:27]=[N:28][CH:29]=2)[N:24]([CH2:6][C:4]([OH:5])([C:7]([F:10])([F:9])[F:8])[CH2:3][C:2]([C:12]2[C:20]3[O:19][CH2:18][CH2:17][C:16]=3[CH:15]=[CH:14][CH:13]=2)([CH3:1])[CH3:11])[CH:23]=1. (8) Given the reactants C(O)(=O)C.[Br:5][C:6]1[CH:7]=[C:8]([CH:10]=[C:11]([CH:13]([F:15])[F:14])[CH:12]=1)[NH2:9].Cl[C:17]1[N:22]=[C:21]([C:23]([F:26])([F:25])[F:24])[CH:20]=[CH:19][N:18]=1, predict the reaction product. The product is: [Br:5][C:6]1[CH:7]=[C:8]([NH:9][C:17]2[N:22]=[C:21]([C:23]([F:26])([F:25])[F:24])[CH:20]=[CH:19][N:18]=2)[CH:10]=[C:11]([CH:13]([F:14])[F:15])[CH:12]=1.